From a dataset of Full USPTO retrosynthesis dataset with 1.9M reactions from patents (1976-2016). Predict the reactants needed to synthesize the given product. Given the product [Cl:1][C:2]1[CH:3]=[C:4]([CH:8]=[C:9]([O:11][CH3:12])[CH:10]=1)[C:5]([NH:13][CH2:14][C:15]1[CH:22]=[CH:21][C:18]([C:19]#[N:20])=[CH:17][C:16]=1[N+:23]([O-:25])=[O:24])=[O:7], predict the reactants needed to synthesize it. The reactants are: [Cl:1][C:2]1[CH:3]=[C:4]([CH:8]=[C:9]([O:11][CH3:12])[CH:10]=1)[C:5]([OH:7])=O.[NH2:13][CH2:14][C:15]1[CH:22]=[CH:21][C:18]([C:19]#[N:20])=[CH:17][C:16]=1[N+:23]([O-:25])=[O:24].